Task: Regression. Given two drug SMILES strings and cell line genomic features, predict the synergy score measuring deviation from expected non-interaction effect.. Dataset: NCI-60 drug combinations with 297,098 pairs across 59 cell lines (1) Drug 1: CCC(=C(C1=CC=CC=C1)C2=CC=C(C=C2)OCCN(C)C)C3=CC=CC=C3.C(C(=O)O)C(CC(=O)O)(C(=O)O)O. Drug 2: CC1=C2C(C(=O)C3(C(CC4C(C3C(C(C2(C)C)(CC1OC(=O)C(C(C5=CC=CC=C5)NC(=O)OC(C)(C)C)O)O)OC(=O)C6=CC=CC=C6)(CO4)OC(=O)C)O)C)O. Cell line: HS 578T. Synergy scores: CSS=34.3, Synergy_ZIP=21.5, Synergy_Bliss=22.1, Synergy_Loewe=22.4, Synergy_HSA=22.2. (2) Drug 1: CCCS(=O)(=O)NC1=C(C(=C(C=C1)F)C(=O)C2=CNC3=C2C=C(C=N3)C4=CC=C(C=C4)Cl)F. Drug 2: C1=NC2=C(N1)C(=S)N=C(N2)N. Cell line: NCI/ADR-RES. Synergy scores: CSS=32.7, Synergy_ZIP=-2.37, Synergy_Bliss=1.71, Synergy_Loewe=-8.10, Synergy_HSA=0.992. (3) Drug 1: CC1C(C(CC(O1)OC2CC(OC(C2O)C)OC3=CC4=CC5=C(C(=O)C(C(C5)C(C(=O)C(C(C)O)O)OC)OC6CC(C(C(O6)C)O)OC7CC(C(C(O7)C)O)OC8CC(C(C(O8)C)O)(C)O)C(=C4C(=C3C)O)O)O)O. Cell line: T-47D. Synergy scores: CSS=40.7, Synergy_ZIP=1.70, Synergy_Bliss=3.65, Synergy_Loewe=-49.8, Synergy_HSA=2.21. Drug 2: CS(=O)(=O)OCCCCOS(=O)(=O)C. (4) Drug 1: C1=CN(C=N1)CC(O)(P(=O)(O)O)P(=O)(O)O. Drug 2: CCC1(C2=C(COC1=O)C(=O)N3CC4=CC5=C(C=CC(=C5CN(C)C)O)N=C4C3=C2)O.Cl. Cell line: PC-3. Synergy scores: CSS=17.7, Synergy_ZIP=-0.484, Synergy_Bliss=-0.324, Synergy_Loewe=-3.60, Synergy_HSA=2.83. (5) Cell line: 786-0. Synergy scores: CSS=11.6, Synergy_ZIP=-3.06, Synergy_Bliss=3.82, Synergy_Loewe=-9.53, Synergy_HSA=-1.79. Drug 1: CNC(=O)C1=NC=CC(=C1)OC2=CC=C(C=C2)NC(=O)NC3=CC(=C(C=C3)Cl)C(F)(F)F. Drug 2: C1CN(CCN1C(=O)CCBr)C(=O)CCBr.